Task: Binary Classification. Given a miRNA mature sequence and a target amino acid sequence, predict their likelihood of interaction.. Dataset: Experimentally validated miRNA-target interactions with 360,000+ pairs, plus equal number of negative samples (1) The miRNA is mmu-miR-329-3p with sequence AACACACCCAGCUAACCUUUUU. The protein sequence of the target gene is MVPSQEEPAAERETNEAQPPGPAPSDDAPLPGPGPSDVSDVAAEKVEVELTRSAGSEPPVPPEGGWGWLVMLAAMWCNGSVFGIQNAYGVLFVSMLDTFKAKDDDNMAFKTAWVGSLSMGMIFFCCPIVSVFTDMFGCRRTAVVGAAVGFIGLMSSSFVSSIEPLYLTYGIIFACGCSFAYQPSLVILGHYFKKRLGLVNGIVTAGSSVFTILLPLLLGNLISSVKLFNTLRILCIFMFVLFLAGFTYRPLVPSTKEKESGGSRSSFFSRRKLSPPKKVFNFALFKETTYAVWAAGIPLA.... Result: 1 (interaction). (2) The miRNA is hsa-miR-4263 with sequence AUUCUAAGUGCCUUGGCC. The protein sequence of the target gene is MTRHGKNCTAGAVYTYHEKKKDTAASGYGTQNIRLSRDAVKDFDCCCLSLQPCHDPVVTPDGYLYEREAILEYILHQKREIARQVKAYEKQRGARREEQKELQRAAAQDQVRGFLEKEAAIVSRPLNPFMPKAATLPNTEGEQPGPSVGPVGKDKDKALPSFWIPSLTPEAKATKLEKPSRTVTCPMSGKPLRMSDLTSVRFTQLDDSVDRVGLITRSERYVCAVTRDSLSNATPCAVLRPSGAVVTLECVEKLIRKDMVDPVNGDTLTERDIIVLQRGGTGFAGSGVKLQAEMSRPVMQ.... Result: 0 (no interaction). (3) The miRNA is hsa-miR-513a-5p with sequence UUCACAGGGAGGUGUCAU. The protein sequence of the target gene is MSQPSLWKDSHYFIMWASCCNWFCLDGQPEEAPPPQGARTQAYSNPGYSSFPSPTGSEPSCKACGVHFASTTRKQTCLDCKKNFCMTCSSQEGNGPRLCLLCLRFRATAFQREELMKMKVKDLRDYLSLHDISTEMCREKEELVFLVLGQQPVISEADRTRVPHLPQAFPEQQAFLTQPQTSTVPPTSPGLPSSPAQVTSVPLAQDQETQQAVGHVSQDHEEPIFPESTARVPTEDETQSVDSEDSFVPGRRASLSDLTHLEDIEGLTVRQLKEILARNFVNYKGCCEKWELMERVTRLY.... Result: 0 (no interaction). (4) The miRNA is hsa-miR-125a-5p with sequence UCCCUGAGACCCUUUAACCUGUGA. The protein sequence of the target gene is MAALKLLSSGLRLCASARGSGATWYKGCVCSFSTSAHRHTKFYTDPVEAVKDIPDGATVLVGGFGLCGIPENLIDALLKTGVKGLTAVSNNAGVDNFGLGLLLRSKQIKRMVSSYVGENAEFERQYLSGELEVELTPQGTLAERIRAGGAGVPAFYTPTGYGTLVQEGGSPIKYNKDGSVAIASKPREVREFNGQHFILEEAITGDFALVKAWKADRAGNVIFRKSARNFNLPMCKAAETTVVEVEEIVDIGAFAPEDIHIPQIYVHRLIKGEKYEKRIERLSIRKEGDGEAKSAKPGDD.... Result: 0 (no interaction). (5) The miRNA is hsa-miR-3180-5p with sequence CUUCCAGACGCUCCGCCCCACGUCG. The protein sequence of the target gene is MAPGQAPHQATPWRDAHPFFLLSPVMGLLSRAWSRLRGLGPLEPWLVEAVKGAALVEAGLEGEARTPLAIPHTPWGRRPEEEAEDSGGPGEDRETLGLKTSSSLPEAWGLLDDDDGMYGEREATSVPRGQGSQFADGQRAPLSPSLLIRTLQGSDKNPGEEKAEEEGVAEEEGVNKFSYPPSHRECCPAVEEEDDEEAVKKEAHRTSTSALSPGSKPSTWVSCPGEEENQATEDKRTERSKGARKTSVSPRSSGSDPRSWEYRSGEASEEKEEKAHKETGKGEAAPGPQSSAPAQRPQLK.... Result: 1 (interaction). (6) The miRNA is hsa-miR-6789-3p with sequence CGGCGCCCGUGUCUCCUCCAG. The protein sequence of the target gene is MRPLDAVELAEPEEVEVLEPEEDFEQFLLPVIHEMREDIASLTRERGRAPARNRGKLWEMDNMLIQIKTQVEASEESALNHLQGAGGAEPRGPRAEKADEKAQEMAKMAEMLVQLVRRIEKSESS. Result: 0 (no interaction).